This data is from Catalyst prediction with 721,799 reactions and 888 catalyst types from USPTO. The task is: Predict which catalyst facilitates the given reaction. (1) The catalyst class is: 28. Product: [ClH:16].[Br:1][C:2]1[CH:3]=[C:4]([CH:9]([OH:10])[C:11](=[NH:12])[O:15][CH2:13][CH3:14])[CH:5]=[CH:6][C:7]=1[F:8]. Reactant: [Br:1][C:2]1[CH:3]=[C:4]([CH:9]([C:11]#[N:12])[OH:10])[CH:5]=[CH:6][C:7]=1[F:8].[CH2:13]([OH:15])[CH3:14].[ClH:16]. (2) Reactant: [Br:1][C:2]1[CH:7]=[CH:6][C:5]([Cl:8])=[CH:4][C:3]=1[CH2:9][CH2:10][NH2:11].C(=O)([O-])[O-].[Na+].[Na+].Cl[C:19]([O:21][C:22]1[CH:27]=[CH:26][C:25]([N+:28]([O-:30])=[O:29])=[CH:24][CH:23]=1)=[O:20]. Product: [Br:1][C:2]1[CH:7]=[CH:6][C:5]([Cl:8])=[CH:4][C:3]=1[CH2:9][CH2:10][NH:11][C:19](=[O:20])[O:21][C:22]1[CH:23]=[CH:24][C:25]([N+:28]([O-:30])=[O:29])=[CH:26][CH:27]=1. The catalyst class is: 325. (3) Reactant: [OH:1][C:2]1[CH:3]=[C:4]([CH:7]=[CH:8][CH:9]=1)[CH:5]=[O:6].[Cl:10][C:11]1[CH:18]=[CH:17][CH:16]=[C:15]([Cl:19])[C:12]=1[CH2:13]Br.[H-].[Na+]. Product: [Cl:10][C:11]1[CH:18]=[CH:17][CH:16]=[C:15]([Cl:19])[C:12]=1[CH2:13][O:1][C:2]1[CH:3]=[C:4]([CH:7]=[CH:8][CH:9]=1)[CH:5]=[O:6]. The catalyst class is: 9.